This data is from Full USPTO retrosynthesis dataset with 1.9M reactions from patents (1976-2016). The task is: Predict the reactants needed to synthesize the given product. Given the product [Cl-:9].[NH:12]1[CH:16]=[CH:15][CH:14]=[C:13]1[CH:4]=[N+:2]([CH3:3])[CH3:1], predict the reactants needed to synthesize it. The reactants are: [CH3:1][N:2]([CH:4]=O)[CH3:3].C(Cl)(=O)C([Cl:9])=O.[NH:12]1[CH:16]=[CH:15][CH:14]=[CH:13]1.